Dataset: Peptide-MHC class II binding affinity with 134,281 pairs from IEDB. Task: Regression. Given a peptide amino acid sequence and an MHC pseudo amino acid sequence, predict their binding affinity value. This is MHC class II binding data. (1) The peptide sequence is AFILDGDDLFPKV. The MHC is HLA-DQA10501-DQB10201 with pseudo-sequence HLA-DQA10501-DQB10201. The binding affinity (normalized) is 0.578. (2) The MHC is HLA-DPA10301-DPB10402 with pseudo-sequence HLA-DPA10301-DPB10402. The binding affinity (normalized) is 0.752. The peptide sequence is AAAAAYEAAFAATVP. (3) The peptide sequence is AQKVAATAANAAPAN. The MHC is DRB1_0802 with pseudo-sequence DRB1_0802. The binding affinity (normalized) is 0.498. (4) The peptide sequence is LRLSALRGLFSAVIE. The MHC is DRB1_0701 with pseudo-sequence DRB1_0701. The binding affinity (normalized) is 1.00. (5) The peptide sequence is MDYFIRMWNQAALAM. The MHC is HLA-DQA10102-DQB10602 with pseudo-sequence HLA-DQA10102-DQB10602. The binding affinity (normalized) is 0.525. (6) The peptide sequence is QAVLTATNFFGINTI. The MHC is HLA-DQA10102-DQB10602 with pseudo-sequence HLA-DQA10102-DQB10602. The binding affinity (normalized) is 0.522. (7) The peptide sequence is DKPSPFVQHAAGD. The MHC is HLA-DQA10501-DQB10301 with pseudo-sequence HLA-DQA10501-DQB10301. The binding affinity (normalized) is 0.